From a dataset of Reaction yield outcomes from USPTO patents with 853,638 reactions. Predict the reaction yield, written as a fraction of the theoretical maximum amount of product (1.0 means a 100% yield; for example, 0.34 means a 34% yield). (1) The reactants are I.[NH:2]1[CH2:7][CH2:6][CH2:5][N:4]=[C:3]1[NH:8][NH2:9].Cl.[C:11](Cl)(=O)[C:12]1[CH:17]=[CH:16][N:15]=[CH:14][CH:13]=1. The catalyst is N1C=CC=CC=1. The product is [N:15]1[CH:16]=[CH:17][C:12]([C:11]2[N:4]3[CH2:5][CH2:6][CH2:7][NH:2][C:3]3=[N:8][N:9]=2)=[CH:13][CH:14]=1. The yield is 0.180. (2) The catalyst is C1COCC1. The product is [O:30]=[C:26]1[CH2:25][C:24]2[C:28](=[CH:29][C:21]([C:19]([C:18]3[CH:17]=[C:16]([NH:15][C:8]([C:7]4[N:3]([CH2:1][CH3:2])[N:4]=[CH:5][CH:6]=4)=[O:10])[CH:33]=[CH:32][CH:31]=3)=[O:20])=[CH:22][CH:23]=2)[NH:27]1. The reactants are [CH2:1]([N:3]1[C:7]([C:8]([OH:10])=O)=[CH:6][CH:5]=[N:4]1)[CH3:2].S(Cl)(Cl)=O.[NH2:15][C:16]1[CH:17]=[C:18]([CH:31]=[CH:32][CH:33]=1)[C:19]([C:21]1[CH:29]=[C:28]2[C:24]([CH2:25][C:26](=[O:30])[NH:27]2)=[CH:23][CH:22]=1)=[O:20]. The yield is 0.680. (3) The reactants are [OH:1][C@@H:2]([C:13]1[CH:18]=[CH:17][CH:16]=[CH:15][CH:14]=1)[CH2:3][O:4][C:5]1[CH:12]=[CH:11][C:8]([CH:9]=O)=[CH:7][CH:6]=1.[S:19]1[CH2:23][C:22](=[O:24])[NH:21][C:20]1=[O:25].N1CCCCC1. The catalyst is CCO.C(O)(=O)C. The product is [OH:1][CH:2]([C:13]1[CH:18]=[CH:17][CH:16]=[CH:15][CH:14]=1)[CH2:3][O:4][C:5]1[CH:12]=[CH:11][C:8]([CH:9]=[C:23]2[S:19][C:20](=[O:25])[NH:21][C:22]2=[O:24])=[CH:7][CH:6]=1. The yield is 0.860. (4) The reactants are C1(S([N:10]2[C:14]3[CH:15]=[N:16][C:17]([C:37]#[N:38])=[C:18]([O:19][CH:20]4[CH2:23][N:22](C(C5C=CC=CC=5)C5C=CC=CC=5)[CH2:21]4)[C:13]=3[C:12]3[CH:39]=[C:40]([C:43]4[CH:44]=[N:45][N:46]([CH3:48])[CH:47]=4)[CH:41]=[N:42][C:11]2=3)(=O)=O)C=CC=CC=1.ClC(OC(Cl)C)=O. The catalyst is CO.C(Cl)Cl. The product is [NH:22]1[CH2:21][CH:20]([O:19][C:18]2[C:13]3[C:12]4[CH:39]=[C:40]([C:43]5[CH:44]=[N:45][N:46]([CH3:48])[CH:47]=5)[CH:41]=[N:42][C:11]=4[NH:10][C:14]=3[CH:15]=[N:16][C:17]=2[C:37]#[N:38])[CH2:23]1. The yield is 0.0500. (5) The reactants are [C:1](Cl)(=[O:4])[CH:2]=[CH2:3].Cl.[CH2:7]([O:14][NH2:15])[C:8]1[CH:13]=[CH:12][CH:11]=[CH:10][CH:9]=1.C(N(CC)C(C)C)(C)C. The catalyst is ClCCl. The product is [CH2:7]([O:14][NH:15][C:1](=[O:4])[CH:2]=[CH2:3])[C:8]1[CH:13]=[CH:12][CH:11]=[CH:10][CH:9]=1. The yield is 0.484.